Dataset: Full USPTO retrosynthesis dataset with 1.9M reactions from patents (1976-2016). Task: Predict the reactants needed to synthesize the given product. (1) Given the product [CH:59]([O:62][C:63]([C:65]1[C:70]([CH2:71][N:78]([S:79]([C:82]2[CH:87]=[CH:86][CH:85]=[CH:84][CH:83]=2)(=[O:80])=[O:81])[CH2:77][C:76]([O:75][CH3:74])=[O:88])=[CH:69][CH:68]=[C:67]([CH3:73])[N:66]=1)=[O:64])([CH3:61])[CH3:60], predict the reactants needed to synthesize it. The reactants are: COC(C1C(O)=C2C(C=CC=N2)=CN=1)=O.C(OC(C1C(CN(S(C2C=CC=CC=2)(=O)=O)CCC(OC)=O)=CC=CN=1)=O)(C)C.N(C(OC(C)C)=O)=NC(OC(C)C)=O.[CH:59]([O:62][C:63]([C:65]1[C:70]([CH2:71]O)=[CH:69][CH:68]=[C:67]([CH3:73])[N:66]=1)=[O:64])([CH3:61])[CH3:60].[CH3:74][O:75][C:76](=[O:88])[CH2:77][NH:78][S:79]([C:82]1[CH:87]=[CH:86][CH:85]=[CH:84][CH:83]=1)(=[O:81])=[O:80].C1(P(C2C=CC=CC=2)C2C=CC=CC=2)C=CC=CC=1. (2) Given the product [OH:1][CH:2]([C:16]1[CH:17]=[CH:18][CH:19]=[CH:20][CH:21]=1)[C:3]1[NH:11][C:10]2[C:5](=[N:6][CH:7]=[CH:8][C:9]=2[C:12]([OH:14])=[O:13])[CH:4]=1, predict the reactants needed to synthesize it. The reactants are: [OH:1][CH:2]([C:16]1[CH:21]=[CH:20][CH:19]=[CH:18][CH:17]=1)[C:3]1[NH:11][C:10]2[C:5](=[N:6][CH:7]=[CH:8][C:9]=2[C:12]([O:14]C)=[O:13])[CH:4]=1. (3) Given the product [CH3:1][N:2]1[C:6]([C:7]([NH:8][C:9]2[CH:14]=[CH:13][N:12]3[N:15]=[C:16]([N:18]4[CH2:23][CH2:22][O:21][CH2:20][CH2:19]4)[N:17]=[C:11]3[CH:10]=2)=[O:24])=[C:5]([C:25]([N:28]2[CH2:33][CH2:32][O:31][CH2:30][CH2:29]2)=[O:27])[CH:4]=[N:3]1, predict the reactants needed to synthesize it. The reactants are: [CH3:1][N:2]1[C:6]([C:7](=[O:24])[NH:8][C:9]2[CH:14]=[CH:13][N:12]3[N:15]=[C:16]([N:18]4[CH2:23][CH2:22][O:21][CH2:20][CH2:19]4)[N:17]=[C:11]3[CH:10]=2)=[C:5]([C:25]([OH:27])=O)[CH:4]=[N:3]1.[NH:28]1[CH2:33][CH2:32][O:31][CH2:30][CH2:29]1.CCCP(=O)=O. (4) Given the product [CH3:1][N:2]([CH3:6])[CH2:3][CH2:4][NH:5][S:15]([C:12]1[CH:13]=[CH:14][C:9]([CH:7]=[O:20])=[CH:10][CH:11]=1)(=[O:17])=[O:16], predict the reactants needed to synthesize it. The reactants are: [CH3:1][N:2]([CH3:6])[CH2:3][CH2:4][NH2:5].[C:7]([C:9]1[CH:14]=[CH:13][C:12]([S:15](Cl)(=[O:17])=[O:16])=[CH:11][CH:10]=1)#N.C([O-])(O)=[O:20].[Na+].C(OC(=O)C)C. (5) Given the product [CH3:22][S:23]([O:8][C@@H:7]([C:1]1[CH:2]=[CH:3][CH:4]=[CH:5][CH:6]=1)[CH:9]1[CH2:14][CH2:13][O:12][CH2:11][CH2:10]1)(=[O:25])=[O:24], predict the reactants needed to synthesize it. The reactants are: [C:1]1([C@@H:7]([CH:9]2[CH2:14][CH2:13][O:12][CH2:11][CH2:10]2)[OH:8])[CH:6]=[CH:5][CH:4]=[CH:3][CH:2]=1.C(N(CC)CC)C.[CH3:22][S:23](Cl)(=[O:25])=[O:24].